This data is from HIV replication inhibition screening data with 41,000+ compounds from the AIDS Antiviral Screen. The task is: Binary Classification. Given a drug SMILES string, predict its activity (active/inactive) in a high-throughput screening assay against a specified biological target. The result is 0 (inactive). The drug is CC(CC(=O)Nc1ccc(Cl)c(Cl)c1)=NNC(=O)C[n+]1ccccc1.[Cl-].